This data is from Reaction yield outcomes from USPTO patents with 853,638 reactions. The task is: Predict the reaction yield, written as a fraction of the theoretical maximum amount of product (1.0 means a 100% yield; for example, 0.34 means a 34% yield). (1) The reactants are [O:1]=[C:2]1[N:6]([C:7]2[CH:12]=[CH:11][CH:10]=[C:9]([C:13]([F:16])([F:15])[F:14])[CH:8]=2)[CH2:5][CH:4]([CH2:17][N:18]2[CH:22]=[C:21]([C:23](O)=[O:24])[CH:20]=[N:19]2)[CH2:3]1.[NH2:26][C:27]1[C:28](=[O:38])[N:29]([CH2:35][CH2:36][CH3:37])[C:30](=[O:34])[NH:31][C:32]=1[NH2:33].CCN=C=NCCCN(C)C. The catalyst is CO. The product is [NH2:33][C:32]1[NH:31][C:30](=[O:34])[N:29]([CH2:35][CH2:36][CH3:37])[C:28](=[O:38])[C:27]=1[NH:26][C:23]([C:21]1[CH:20]=[N:19][N:18]([CH2:17][CH:4]2[CH2:3][C:2](=[O:1])[N:6]([C:7]3[CH:12]=[CH:11][CH:10]=[C:9]([C:13]([F:16])([F:15])[F:14])[CH:8]=3)[CH2:5]2)[CH:22]=1)=[O:24]. The yield is 0.880. (2) The reactants are [C:1]([O:5][C:6]([NH:8][C@H:9]([CH2:29][C:30]1[CH:35]=[C:34]([F:36])[C:33]([F:37])=[CH:32][C:31]=1[F:38])[CH2:10][C:11]([N:13]1[CH2:18][CH2:17][N:16]2[C:19]([C:25]([F:28])([F:27])[F:26])=[N:20][C:21]([C:22]([OH:24])=[O:23])=[C:15]2[CH2:14]1)=[O:12])=[O:7])([CH3:4])([CH3:3])[CH3:2].O=C1N(P(Cl)(N2CCOC2=O)=O)CCO1.[CH:54](O[Na])([CH3:56])[CH3:55].[Cl-].[NH4+]. The catalyst is C(O)(C)C.C(N(CC)CC)C.ClCCl. The product is [CH:54]([O:23][C:22]([C:21]1[N:20]=[C:19]([C:25]([F:27])([F:28])[F:26])[N:16]2[CH2:17][CH2:18][N:13]([C:11](=[O:12])[CH2:10][C@H:9]([NH:8][C:6]([O:5][C:1]([CH3:4])([CH3:2])[CH3:3])=[O:7])[CH2:29][C:30]3[CH:35]=[C:34]([F:36])[C:33]([F:37])=[CH:32][C:31]=3[F:38])[CH2:14][C:15]=12)=[O:24])([CH3:56])[CH3:55]. The yield is 0.578. (3) The reactants are C(OC([N:11]1[CH2:16][CH2:15][CH:14]([C@@H:17]([NH:19][C:20]2[N:25]=[C:24]([N:26]3[C@@H:30]([CH:31]([CH3:33])[CH3:32])[CH2:29][O:28][C:27]3=[O:34])[CH:23]=[CH:22][N:21]=2)[CH3:18])[CH2:13][CH2:12]1)=O)C1C=CC=CC=1. The catalyst is CO.[OH-].[OH-].[Pd+2]. The product is [CH:31]([C@H:30]1[CH2:29][O:28][C:27](=[O:34])[N:26]1[C:24]1[CH:23]=[CH:22][N:21]=[C:20]([NH:19][C@H:17]([CH:14]2[CH2:15][CH2:16][NH:11][CH2:12][CH2:13]2)[CH3:18])[N:25]=1)([CH3:32])[CH3:33]. The yield is 0.700. (4) The product is [F:1][C:2]([F:12])([F:13])[O:3][C:4]1[CH:5]=[C:6]([CH2:10][NH:11][CH2:17][CH:16]([OH:18])[C:15]([F:20])([F:19])[F:14])[CH:7]=[CH:8][CH:9]=1. No catalyst specified. The reactants are [F:1][C:2]([F:13])([F:12])[O:3][C:4]1[CH:5]=[C:6]([CH2:10][NH2:11])[CH:7]=[CH:8][CH:9]=1.[F:14][C:15]([F:20])([F:19])[CH:16]1[O:18][CH2:17]1. The yield is 0.370. (5) The reactants are [O:1]1[CH2:6][CH2:5][CH2:4][CH2:3][CH:2]1[CH2:7][OH:8].[K+].[Br-].[O-]Cl.[Na+].O.C([O-])(O)=[O:16].[Na+].[OH-].[Na+]. The catalyst is C(Cl)Cl.CCCCCCCC[N+](CCCCCCCC)(CCCCCCCC)C.[Cl-].CC1(C)N([O])C(C)(C)CCC1. The product is [O:1]1[CH2:6][CH2:5][CH2:4][CH2:3][CH:2]1[C:7]([OH:16])=[O:8]. The yield is 0.350. (6) The reactants are [O:1]=[C:2]1[CH:6]([C:7]([OH:9])=[O:8])[CH2:5][CH2:4][N:3]1[C:10]1[CH:15]=[CH:14][CH:13]=[C:12]([C:16]([F:19])([F:18])[F:17])[CH:11]=1.S(Cl)(Cl)=O.[CH2:24](O)[CH3:25]. No catalyst specified. The product is [CH2:24]([O:8][C:7]([CH:6]1[CH2:5][CH2:4][N:3]([C:10]2[CH:15]=[CH:14][CH:13]=[C:12]([C:16]([F:17])([F:19])[F:18])[CH:11]=2)[C:2]1=[O:1])=[O:9])[CH3:25]. The yield is 0.650.